This data is from Reaction yield outcomes from USPTO patents with 853,638 reactions. The task is: Predict the reaction yield, written as a fraction of the theoretical maximum amount of product (1.0 means a 100% yield; for example, 0.34 means a 34% yield). (1) The reactants are [Cl-].[NH4+].[Cl:3][C:4]1[CH:19]=[C:18]([Cl:20])[CH:17]=[CH:16][C:5]=1[O:6][C:7]1[CH:12]=[CH:11][CH:10]=[CH:9][C:8]=1[N+:13]([O-])=O. The catalyst is C(O)C.O.[Fe]. The product is [Cl:3][C:4]1[CH:19]=[C:18]([Cl:20])[CH:17]=[CH:16][C:5]=1[O:6][C:7]1[CH:12]=[CH:11][CH:10]=[CH:9][C:8]=1[NH2:13]. The yield is 0.900. (2) The reactants are C[C:2]1[CH:10]=[C:9]([NH:11][CH:12]([C:17]2[CH:21]=[C:20]([C:22]3[CH:27]=[CH:26][CH:25]=[CH:24][CH:23]=3)[O:19][C:18]=2[CH3:28])[CH2:13][CH:14]([CH3:16])[CH3:15])[CH:8]=[CH:7][C:3]=1[C:4](O)=[O:5].[CH3:29][NH:30][CH2:31][CH2:32][C:33]([O:35]CC)=[O:34].Cl.[CH2:39](N=C=NCCCN(C)C)C.O.OC1C2N=NNC=2C=CC=1. The catalyst is CN(C)C=O.C(OCC)(=O)C.C(N(CC)CC)C. The product is [CH3:29][N:30]([C:4]([C:3]1[CH:7]=[CH:8][C:9]([NH:11][CH:12]([C:17]2[CH:21]=[C:20]([C:22]3[CH:23]=[CH:24][CH:25]=[CH:26][CH:27]=3)[O:19][C:18]=2[CH3:28])[CH2:13][CH:14]([CH3:16])[CH3:15])=[C:10]([CH3:39])[CH:2]=1)=[O:5])[CH2:31][CH2:32][C:33]([OH:35])=[O:34]. The yield is 0.970. (3) The reactants are Br[CH2:2][C:3]([C:5]1[CH:10]=[CH:9][C:8]([F:11])=[CH:7][C:6]=1[F:12])=O.[Cl:13][C:14]1[C:15]([NH2:20])=[N:16][CH:17]=[CH:18][N:19]=1. The catalyst is C(#N)C.CC(O)C. The product is [Cl:13][C:14]1[C:15]2[N:16]([CH:2]=[C:3]([C:5]3[CH:10]=[CH:9][C:8]([F:11])=[CH:7][C:6]=3[F:12])[N:20]=2)[CH:17]=[CH:18][N:19]=1. The yield is 0.570. (4) The yield is 0.850. The product is [Cl:22][C:19]1[CH:20]=[CH:21][C:16]([NH:15][C:6]([C:5]2[CH:9]=[CH:10][CH:11]=[C:3]([O:2][CH3:1])[C:4]=2[N+:12]([O-:14])=[O:13])=[O:8])=[N:17][CH:18]=1. The reactants are [CH3:1][O:2][C:3]1[C:4]([N+:12]([O-:14])=[O:13])=[C:5]([CH:9]=[CH:10][CH:11]=1)[C:6]([OH:8])=O.[NH2:15][C:16]1[CH:21]=[CH:20][C:19]([Cl:22])=[CH:18][N:17]=1.O=P(Cl)(Cl)Cl. The catalyst is N1C=CC=CC=1. (5) The reactants are CN(C(ON1N=NC2C=CC=CC1=2)=[N+](C)C)C.[B-](F)(F)(F)F.C(N(CC)CC)C.[NH2:30][C:31]1[C:32]([C:48]([OH:50])=O)=[N:33][C:34]([N:37]2[CH2:42][CH2:41][N:40]([S:43]([CH2:46][CH3:47])(=[O:45])=[O:44])[CH2:39][CH2:38]2)=[CH:35][N:36]=1.[C:51]([NH:59][NH2:60])(=[O:58])[C:52]1[CH:57]=[CH:56][CH:55]=[CH:54][CH:53]=1. The catalyst is CN(C=O)C.CCOC(C)=O.O. The product is [NH2:30][C:31]1[C:32]([C:48]([NH:60][NH:59][C:51](=[O:58])[C:52]2[CH:57]=[CH:56][CH:55]=[CH:54][CH:53]=2)=[O:50])=[N:33][C:34]([N:37]2[CH2:38][CH2:39][N:40]([S:43]([CH2:46][CH3:47])(=[O:44])=[O:45])[CH2:41][CH2:42]2)=[CH:35][N:36]=1. The yield is 0.760. (6) The reactants are [Br:1][CH2:2][CH2:3][CH2:4][CH2:5][C:6]1[CH:11]=[CH:10][C:9]([CH2:12][CH2:13][CH2:14][CH3:15])=[CH:8][CH:7]=1.[N:16]1[CH:21]=[C:20]([CH3:22])[CH:19]=[C:18]([CH3:23])[CH:17]=1. The catalyst is C(#N)C. The product is [Br-:1].[CH2:12]([C:9]1[CH:10]=[CH:11][C:6]([CH2:5][CH2:4][CH2:3][CH2:2][N+:16]2[CH:21]=[C:20]([CH3:22])[CH:19]=[C:18]([CH3:23])[CH:17]=2)=[CH:7][CH:8]=1)[CH2:13][CH2:14][CH3:15]. The yield is 0.810. (7) The reactants are OC[C:3]([C@@H:5]1[C@@:9]2([CH3:37])[CH2:10][C@@H:11]([O:33][CH2:34][O:35][CH3:36])[CH:12]3[C@:25]45[C@@](O)([CH2:17][C@@H:18]([O:28][CH2:29][O:30][CH3:31])[CH2:19][C@H:20]4[O:21][C:22]([CH3:27])([CH3:26])[O:23][CH2:24]5)C[CH2:14][CH:13]3[C@@:8]2([O:38][CH2:39][O:40][CH3:41])[CH2:7][CH2:6]1)=[O:4].CC(O)=[O:44].[CH3:46][CH2:47][OH:48].O. The catalyst is O. The product is [OH:48][C@@:47]12[CH2:17][C@@H:18]([O:28][CH2:29][O:30][CH3:31])[CH2:19][C@H:20]3[O:21][C:22]([CH3:27])([CH3:26])[O:23][CH2:24][C@@:25]13[CH:12]1[CH:13]([C@@:8]3([O:38][CH2:39][O:40][CH3:41])[CH2:7][CH2:6][C@H:5]([C:3]([OH:4])=[O:44])[C@@:9]3([CH3:37])[CH2:10][C@H:11]1[O:33][CH2:34][O:35][CH3:36])[CH2:14][CH2:46]2. The yield is 0.520. (8) The reactants are [C:1]([NH:5][S:6]([C:9]1[S:10][C:11]([C:14]2[N:19]=[C:18]([CH:20]3[CH2:22][CH2:21]3)[CH:17]=[C:16]([OH:23])[N:15]=2)=[CH:12][CH:13]=1)(=[O:8])=[O:7])([CH3:4])([CH3:3])[CH3:2].C1C(=O)N([Cl:31])C(=O)C1. The catalyst is C(O)(=O)C. The product is [C:1]([NH:5][S:6]([C:9]1[S:10][C:11]([C:14]2[N:19]=[C:18]([CH:20]3[CH2:22][CH2:21]3)[C:17]([Cl:31])=[C:16]([OH:23])[N:15]=2)=[CH:12][CH:13]=1)(=[O:7])=[O:8])([CH3:4])([CH3:2])[CH3:3]. The yield is 0.880. (9) The reactants are CN(OC)[C:3](=[O:37])[C:4]1[CH:9]=[CH:8][C:7]([CH3:10])=[C:6]([NH:11][C:12]([C:14]2[CH:19]=[CH:18][C:17]([NH:20][C:21]3[N:30]=[C:29]([C:31]4[CH:36]=[CH:35][CH:34]=[CH:33][CH:32]=4)[C:28]4[C:23](=[CH:24][CH:25]=[CH:26][CH:27]=4)[N:22]=3)=[CH:16][CH:15]=2)=[O:13])[CH:5]=1.[H-].C([Al+]CC(C)C)C(C)C.C(OCC)(=O)C. The catalyst is ClCCl. The product is [CH:3]([C:4]1[CH:9]=[CH:8][C:7]([CH3:10])=[C:6]([NH:11][C:12](=[O:13])[C:14]2[CH:15]=[CH:16][C:17]([NH:20][C:21]3[N:30]=[C:29]([C:31]4[CH:32]=[CH:33][CH:34]=[CH:35][CH:36]=4)[C:28]4[C:23](=[CH:24][CH:25]=[CH:26][CH:27]=4)[N:22]=3)=[CH:18][CH:19]=2)[CH:5]=1)=[O:37]. The yield is 0.770. (10) The reactants are [C:1]([O:5][C:6]([NH:8][CH2:9][C@H:10]([O:13][CH2:14][C:15]1[CH:20]=[CH:19][C:18]([O:21][CH3:22])=[C:17]([O:23][CH3:24])[CH:16]=1)[CH2:11][OH:12])=[O:7])([CH3:4])([CH3:3])[CH3:2].[CH3:25][S:26][C:27]1[CH:51]=[CH:50][C:30]([C:31]([NH:33][C:34]2[C:35]([C:40]([NH:42][C:43]3[CH:48]=[CH:47][C:46]([Cl:49])=[CH:45][N:44]=3)=[O:41])=[N:36][CH:37]=[CH:38][CH:39]=2)=[O:32])=[C:29](O)[CH:28]=1. No catalyst specified. The product is [Cl:49][C:46]1[CH:47]=[CH:48][C:43]([NH:42][C:40]([C:35]2[C:34]([NH:33][C:31](=[O:32])[C:30]3[CH:29]=[CH:28][C:27]([S:26][CH3:25])=[CH:51][C:50]=3[O:12][CH2:11][C@@H:10]([O:13][CH2:14][C:15]3[CH:20]=[CH:19][C:18]([O:21][CH3:22])=[C:17]([O:23][CH3:24])[CH:16]=3)[CH2:9][NH:8][C:6]([O:5][C:1]([CH3:4])([CH3:3])[CH3:2])=[O:7])=[CH:39][CH:38]=[CH:37][N:36]=2)=[O:41])=[N:44][CH:45]=1. The yield is 0.710.